This data is from Forward reaction prediction with 1.9M reactions from USPTO patents (1976-2016). The task is: Predict the product of the given reaction. (1) Given the reactants [Cl:1][C:2]1[CH:3]=[C:4]([N:11]2[C:20]3[C:15](=[CH:16][C:17]([S:21]([NH:24][C:25]4[N:26]=[N:27][CH:28]=[CH:29][CH:30]=4)(=[O:23])=[O:22])=[CH:18][CH:19]=3)[CH:14]=[CH:13][C:12]2=[O:31])[C:5]([O:9][CH3:10])=[N:6][C:7]=1Cl.[C:32]([CH:34]1[CH2:38][CH2:37][CH2:36][CH2:35]1)#[CH:33].C(NC(C)C)(C)C.CN(C=O)C, predict the reaction product. The product is: [Cl:1][C:2]1[CH:3]=[C:4]([N:11]2[C:20]3[C:15](=[CH:16][C:17]([S:21]([NH:24][C:25]4[N:26]=[N:27][CH:28]=[CH:29][CH:30]=4)(=[O:22])=[O:23])=[CH:18][CH:19]=3)[CH:14]=[CH:13][C:12]2=[O:31])[C:5]([O:9][CH3:10])=[N:6][C:7]=1[C:33]#[C:32][CH:34]1[CH2:38][CH2:37][CH2:36][CH2:35]1. (2) The product is: [C:21]([O:25][C:26]([NH:27][CH2:28][CH2:29][N:6]1[C:2]([Cl:1])=[C:3]([C:11]2[CH:16]=[CH:15][CH:14]=[C:13]([C:17]#[N:18])[CH:12]=2)[C:4]([C:7]([O:9][CH3:10])=[O:8])=[CH:5]1)=[O:31])([CH3:24])([CH3:23])[CH3:22]. Given the reactants [Cl:1][C:2]1[NH:6][CH:5]=[C:4]([C:7]([O:9][CH3:10])=[O:8])[C:3]=1[C:11]1[CH:16]=[CH:15][CH:14]=[C:13]([C:17]#[N:18])[CH:12]=1.[OH-].[Na+].[C:21]([O:25][C:26](=[O:31])[NH:27][CH2:28][CH2:29]Br)([CH3:24])([CH3:23])[CH3:22], predict the reaction product.